From a dataset of Forward reaction prediction with 1.9M reactions from USPTO patents (1976-2016). Predict the product of the given reaction. Given the reactants Cl.[C:2]([C:6]1[CH:11]=[C:10]([S:12][CH:13]2[CH2:18][CH2:17][NH:16][CH2:15][CH2:14]2)[CH:9]=[C:8]([C:19]([CH3:22])([CH3:21])[CH3:20])[C:7]=1[OH:23])([CH3:5])([CH3:4])[CH3:3].C(N(CC)CC)C.[CH2:31]([O:33][C:34]([C:36]1[NH:37][C:38]([CH3:46])=[C:39]([S:42](Cl)(=[O:44])=[O:43])[C:40]=1[CH3:41])=[O:35])[CH3:32], predict the reaction product. The product is: [CH2:31]([O:33][C:34]([C:36]1[NH:37][C:38]([CH3:46])=[C:39]([S:42]([N:16]2[CH2:17][CH2:18][CH:13]([S:12][C:10]3[CH:9]=[C:8]([C:19]([CH3:22])([CH3:21])[CH3:20])[C:7]([OH:23])=[C:6]([C:2]([CH3:5])([CH3:4])[CH3:3])[CH:11]=3)[CH2:14][CH2:15]2)(=[O:43])=[O:44])[C:40]=1[CH3:41])=[O:35])[CH3:32].